Task: Predict the product of the given reaction.. Dataset: Forward reaction prediction with 1.9M reactions from USPTO patents (1976-2016) (1) Given the reactants C[O:2][C:3]1[CH:4]=[CH:5][C:6]2[C:10]([O:11][C:12]3[CH:17]=[CH:16][C:15](/[CH:18]=[CH:19]/[C:20]([O:22]C(C)(C)C)=[O:21])=[CH:14][CH:13]=3)=[C:9]([C:27]3[CH:32]=[CH:31][C:30]([C:33]([F:36])([F:35])[F:34])=[CH:29][CH:28]=3)[S:8][C:7]=2[CH:37]=1.B(Br)(Br)Br, predict the reaction product. The product is: [OH:2][C:3]1[CH:4]=[CH:5][C:6]2[C:10]([O:11][C:12]3[CH:17]=[CH:16][C:15](/[CH:18]=[CH:19]/[C:20]([OH:22])=[O:21])=[CH:14][CH:13]=3)=[C:9]([C:27]3[CH:32]=[CH:31][C:30]([C:33]([F:36])([F:34])[F:35])=[CH:29][CH:28]=3)[S:8][C:7]=2[CH:37]=1. (2) The product is: [CH2:17]([S:24][CH2:16][CH:14]([C:9]1[C:10]([CH3:13])=[N:11][O:12][C:8]=1[C:5]1[CH:6]=[CH:7][C:2]([Br:1])=[CH:3][CH:4]=1)[OH:15])[C:18]1[CH:23]=[CH:22][CH:21]=[CH:20][CH:19]=1. Given the reactants [Br:1][C:2]1[CH:7]=[CH:6][C:5]([C:8]2[O:12][N:11]=[C:10]([CH3:13])[C:9]=2[CH:14]2[CH2:16][O:15]2)=[CH:4][CH:3]=1.[CH2:17]([SH:24])[C:18]1[CH:23]=[CH:22][CH:21]=[CH:20][CH:19]=1, predict the reaction product.